Dataset: Full USPTO retrosynthesis dataset with 1.9M reactions from patents (1976-2016). Task: Predict the reactants needed to synthesize the given product. (1) The reactants are: [CH:1]([N:4]([C:29]1[CH:30]=[N:31][C:32]([O:35][CH3:36])=[CH:33][CH:34]=1)[C:5](=[O:28])[CH2:6][N:7]1[C:16](=[O:17])[CH2:15][C:14]2[N:10]([C:11]([C:18]3[CH:23]=[CH:22][CH:21]=[CH:20][CH:19]=3)=[N:12][N:13]=2)[C:9]2[CH:24]=[CH:25][CH:26]=[CH:27][C:8]1=2)([CH3:3])[CH3:2].[F:37][C:38]1[CH:46]=[C:45]2[C:41]([C:42]([CH:47]=O)=[CH:43][NH:44]2)=[CH:40][CH:39]=1.N1CCCCC1. Given the product [F:37][C:38]1[CH:46]=[C:45]2[C:41]([C:42]([CH:47]=[C:15]3[C:14]4[N:10]([C:11]([C:18]5[CH:23]=[CH:22][CH:21]=[CH:20][CH:19]=5)=[N:12][N:13]=4)[C:9]4[CH:24]=[CH:25][CH:26]=[CH:27][C:8]=4[N:7]([CH2:6][C:5]([N:4]([CH:1]([CH3:3])[CH3:2])[C:29]4[CH:30]=[N:31][C:32]([O:35][CH3:36])=[CH:33][CH:34]=4)=[O:28])[C:16]3=[O:17])=[CH:43][NH:44]2)=[CH:40][CH:39]=1, predict the reactants needed to synthesize it. (2) Given the product [NH2:21][C:2]1[CH:3]=[CH:4][C:5]([F:20])=[C:6]([C@:8]([NH:12][C:13](=[O:19])[O:14][C:15]([CH3:18])([CH3:17])[CH3:16])([CH3:11])[CH2:9][OH:10])[CH:7]=1, predict the reactants needed to synthesize it. The reactants are: Br[C:2]1[CH:3]=[CH:4][C:5]([F:20])=[C:6]([C:8]([NH:12][C:13](=[O:19])[O:14][C:15]([CH3:18])([CH3:17])[CH3:16])([CH3:11])[CH2:9][OH:10])[CH:7]=1.[N-:21]=[N+]=[N-].[Na+].C([O-])([O-])=O.[Na+].[Na+].CNCCNC. (3) Given the product [CH2:16]([NH:15][S:12]([C:7]1[CH:8]=[C:9]2[C:4](=[CH:5][CH:6]=1)[NH:3][C:2](=[O:1])[C:10]2=[O:11])(=[O:14])=[O:13])[C:30]1[CH:35]=[CH:34][CH:33]=[CH:32][CH:31]=1, predict the reactants needed to synthesize it. The reactants are: [O:1]=[C:2]1[C:10](=[O:11])[C:9]2[C:4](=[CH:5][CH:6]=[C:7]([S:12]([NH:15][C@@H:16](CC3C=CC=CC=3)C(N)=O)(=[O:14])=[O:13])[CH:8]=2)[NH:3]1.N[C@H](C(N)=O)C[C:30]1[CH:35]=[CH:34][CH:33]=[CH:32][CH:31]=1.C(NS(C1C=C2C(=CC=1)NC(=O)C2=O)(=O)=O)CC. (4) Given the product [OH:19][CH2:18][CH2:17][CH2:16][CH2:15][C:12]1[CH:11]=[CH:10][C:9]([OH:8])=[CH:14][CH:13]=1, predict the reactants needed to synthesize it. The reactants are: C([O:8][C:9]1[CH:14]=[CH:13][C:12]([CH:15]=[CH:16][CH2:17][CH2:18][OH:19])=[CH:11][CH:10]=1)C1C=CC=CC=1.[H][H]. (5) Given the product [CH3:8][CH:9]([NH:12][S:20]([C:23]1[CH:28]=[CH:27][C:26]([C:29]2[CH:30]=[CH:31][C:32]([O:35][CH3:36])=[CH:33][CH:34]=2)=[CH:25][CH:24]=1)(=[O:22])=[O:21])[C:10]#[CH:11], predict the reactants needed to synthesize it. The reactants are: C(O)(C(F)(F)F)=O.[CH3:8][CH:9]([N:12]([S:20]([C:23]1[CH:28]=[CH:27][C:26]([C:29]2[CH:34]=[CH:33][C:32]([O:35][CH3:36])=[CH:31][CH:30]=2)=[CH:25][CH:24]=1)(=[O:22])=[O:21])C(=O)OC(C)(C)C)[C:10]#[CH:11].